From a dataset of Reaction yield outcomes from USPTO patents with 853,638 reactions. Predict the reaction yield, written as a fraction of the theoretical maximum amount of product (1.0 means a 100% yield; for example, 0.34 means a 34% yield). (1) The reactants are [C:1]([C:5]1[CH:10]=[CH:9][C:8]([OH:11])=[C:7]([Cl:12])[CH:6]=1)([CH3:4])([CH3:3])[CH3:2].C(N(CC)CC)C.[F:20][C:21]([F:34])([F:33])[S:22](O[S:22]([C:21]([F:34])([F:33])[F:20])(=[O:24])=[O:23])(=[O:24])=[O:23]. The catalyst is C(Cl)Cl. The product is [C:1]([C:5]1[CH:10]=[CH:9][C:8]([O:11][S:22]([C:21]([F:34])([F:33])[F:20])(=[O:24])=[O:23])=[C:7]([Cl:12])[CH:6]=1)([CH3:4])([CH3:2])[CH3:3]. The yield is 0.780. (2) The yield is 0.410. The reactants are [Cl:1][C:2]1[CH:7]=[C:6]([Cl:8])[CH:5]=[C:4]([Cl:9])[C:3]=1[CH2:10][CH2:11][CH2:12][C:13](=O)[CH3:14].C([O-])(=O)C.[NH4+].C([BH3-])#[N:22].[Na+]. The product is [CH3:14][CH:13]([NH2:22])[CH2:12][CH2:11][CH2:10][C:3]1[C:2]([Cl:1])=[CH:7][C:6]([Cl:8])=[CH:5][C:4]=1[Cl:9]. The catalyst is CO. (3) The reactants are [N:1]1[C:10]2[C:5](=[CH:6][CH:7]=[CH:8][CH:9]=2)[N:4]=[CH:3][C:2]=1[OH:11].[Br:12]Br. The catalyst is S(=O)(=O)(O)O.C(Cl)(Cl)(Cl)Cl.S([O-])([O-])(=O)=O.[Ag+2]. The product is [Br:12][C:7]1[CH:6]=[C:5]2[C:10](=[CH:9][CH:8]=1)[N:1]=[C:2]([OH:11])[CH:3]=[N:4]2. The yield is 0.400. (4) The reactants are [Cl:1][C:2]1[C:10]2[N:9]=[C:8]3[N:11]([C:15]4[C:20]([Cl:21])=[CH:19][C:18]([Cl:22])=[CH:17][C:16]=4[Cl:23])[CH2:12][CH2:13][CH2:14][N:7]3[C:6]=2[C:5]([CH:24]([NH2:29])[C:25]([F:28])([F:27])[F:26])=[CH:4][CH:3]=1.C(N(CC)CC)C.[CH3:37][S:38](Cl)(=[O:40])=[O:39]. The catalyst is O1CCCC1.C(=O)(O)[O-].[Na+]. The product is [Cl:1][C:2]1[C:10]2[N:9]=[C:8]3[N:11]([C:15]4[C:20]([Cl:21])=[CH:19][C:18]([Cl:22])=[CH:17][C:16]=4[Cl:23])[CH2:12][CH2:13][CH2:14][N:7]3[C:6]=2[C:5]([CH:24]([NH:29][S:38]([CH3:37])(=[O:40])=[O:39])[C:25]([F:26])([F:27])[F:28])=[CH:4][CH:3]=1. The yield is 0.900. (5) The reactants are [CH3:16][C:11]1([CH3:17])[C:12]([CH3:15])([CH3:14])[O:13][B:9]([B:9]2[O:13][C:12]([CH3:15])([CH3:14])[C:11]([CH3:17])([CH3:16])[O:10]2)[O:10]1.[Cl:19][C:20]1[CH:25]=[CH:24][CH:23]=[C:22]([Cl:26])[C:21]=1[Br:27]. The catalyst is CCCCCCC.C1CC=CCCC=C1.C1CC=CCCC=C1.[Cl-].[Cl-].[Ir].[Ir].CC(C1C=CC=C(C(C)C)C=1N=CC1C=CC=CN=1)C. The product is [Cl:19][C:20]1[CH:25]=[C:24]([B:9]2[O:10][C:11]([CH3:16])([CH3:17])[C:12]([CH3:14])([CH3:15])[O:13]2)[CH:23]=[C:22]([Cl:26])[C:21]=1[Br:27]. The yield is 0.680. (6) The reactants are [CH:1]1([NH:4][C:5]([CH:7]2[C:15]3[C:10](=[CH:11][CH:12]=[CH:13][CH:14]=3)[CH2:9][NH:8]2)=[O:6])[CH2:3][CH2:2]1.[Cl:16][C:17]1[C:18]([O:30][CH2:31][O:32][CH3:33])=[CH:19][C:20]([O:26][CH2:27][O:28][CH3:29])=[C:21]([CH:25]=1)[C:22](O)=[O:23].CN1CCOCC1.Cl.CN(C)CCCN=C=NCC.ON1C2C=CC=CC=2N=N1. The catalyst is CN(C=O)C.CCOC(C)=O.O. The product is [Cl:16][C:17]1[C:18]([O:30][CH2:31][O:32][CH3:33])=[CH:19][C:20]([O:26][CH2:27][O:28][CH3:29])=[C:21]([CH:25]=1)[C:22]([N:8]1[CH2:9][C:10]2[C:15](=[CH:14][CH:13]=[CH:12][CH:11]=2)[CH:7]1[C:5]([NH:4][CH:1]1[CH2:3][CH2:2]1)=[O:6])=[O:23]. The yield is 0.670. (7) The reactants are [CH2:1]([N:3]([CH2:11][C:12]([N:14]1[CH2:19][CH2:18][S:17][C:16]2[CH:20]=[C:21]([N+:24]([O-:26])=[O:25])[CH:22]=[CH:23][C:15]1=2)=O)[C:4](=[O:10])[O:5][C:6]([CH3:9])([CH3:8])[CH3:7])[CH3:2].B.C1COCC1. The catalyst is O1CCCC1. The product is [CH2:1]([N:3]([CH2:11][CH2:12][N:14]1[CH2:19][CH2:18][S:17][C:16]2[CH:20]=[C:21]([N+:24]([O-:26])=[O:25])[CH:22]=[CH:23][C:15]1=2)[C:4](=[O:10])[O:5][C:6]([CH3:9])([CH3:7])[CH3:8])[CH3:2]. The yield is 0.640. (8) The reactants are Cl.[CH:2]1([N:5]2[CH2:10][C:9]3([CH2:15][CH2:14][NH:13][CH2:12][CH2:11]3)[O:8][CH2:7][C:6]2=[O:16])[CH2:4][CH2:3]1.[OH-].[Na+].[Br:19][C:20]1[CH:27]=[CH:26][C:23]([CH:24]=O)=[C:22]([F:28])[CH:21]=1.C([Si]([O:36][C:37]([O:39][CH3:40])=[CH2:38])(C)C)(C)(C)C.B(OC)(OC)OC. The catalyst is ClCCl. The product is [Br:19][C:20]1[CH:27]=[CH:26][C:23]([CH:24]([N:13]2[CH2:12][CH2:11][C:9]3([O:8][CH2:7][C:6](=[O:16])[N:5]([CH:2]4[CH2:4][CH2:3]4)[CH2:10]3)[CH2:15][CH2:14]2)[CH2:38][C:37]([O:39][CH3:40])=[O:36])=[C:22]([F:28])[CH:21]=1. The yield is 0.570. (9) The reactants are C(Cl)(=O)C(Cl)=O.CS(C)=O.[Cl:11][C:12]1[C:20]2[C:15](=[CH:16][N:17]=[C:18]([CH2:21][OH:22])[CH:19]=2)[O:14][CH:13]=1.CCN(CC)CC. The catalyst is C1COCC1.C(Cl)Cl. The product is [Cl:11][C:12]1[C:20]2[C:15](=[CH:16][N:17]=[C:18]([CH:21]=[O:22])[CH:19]=2)[O:14][CH:13]=1. The yield is 0.770. (10) The reactants are [H-].[Na+].[S:3]([N:13]1[C:17]2=[N:18][CH:19]=[C:20]([NH:22][C:23](=[O:29])[O:24][C:25]([CH3:28])([CH3:27])[CH3:26])[N:21]=[C:16]2[CH:15]=[CH:14]1)([C:6]1[CH:12]=[CH:11][C:9]([CH3:10])=[CH:8][CH:7]=1)(=[O:5])=[O:4].Br[CH2:31][C:32]([C@@H:34]1[CH2:39][CH2:38][CH2:37][N:36]([C:40]([O:42][CH2:43][CH:44]2[C:56]3[CH:55]=[CH:54][CH:53]=[CH:52][C:51]=3[C:50]3[C:45]2=[CH:46][CH:47]=[CH:48][CH:49]=3)=[O:41])[CH2:35]1)=[O:33]. The catalyst is CN(C=O)C. The product is [CH:46]1[C:45]2[CH:44]([CH2:43][O:42][C:40]([N:36]3[CH2:37][CH2:38][CH2:39][C@@H:34]([C:32](=[O:33])[CH2:31][N:22]([C:23]([O:24][C:25]([CH3:26])([CH3:28])[CH3:27])=[O:29])[C:20]4[N:21]=[C:16]5[CH:15]=[CH:14][N:13]([S:3]([C:6]6[CH:7]=[CH:8][C:9]([CH3:10])=[CH:11][CH:12]=6)(=[O:5])=[O:4])[C:17]5=[N:18][CH:19]=4)[CH2:35]3)=[O:41])[C:56]3[C:51](=[CH:52][CH:53]=[CH:54][CH:55]=3)[C:50]=2[CH:49]=[CH:48][CH:47]=1. The yield is 0.260.